From a dataset of Reaction yield outcomes from USPTO patents with 853,638 reactions. Predict the reaction yield, written as a fraction of the theoretical maximum amount of product (1.0 means a 100% yield; for example, 0.34 means a 34% yield). The reactants are [CH3:1][O:2][C:3]1[CH:8]=[CH:7][C:6]([N:9]2[C:14](=[O:15])[C:13]([C:16](O)=[O:17])=[N:12][C:11]3[CH:19]=[CH:20][CH:21]=[N:22][C:10]2=3)=[CH:5][CH:4]=1.C(Cl)(=O)C(Cl)=O.[C:29]1(=[O:36])[CH2:34][CH2:33][CH2:32][C:31](=[O:35])[CH2:30]1.C(N(CC)CC)C.CC(C)(O)C#N.[OH-].[Na+]. The catalyst is ClCCl.O.CN(C)C=O. The product is [OH:36][C:29]1[CH2:34][CH2:33][CH2:32][C:31](=[O:35])[C:30]=1[C:16]([C:13]1[C:14](=[O:15])[N:9]([C:6]2[CH:5]=[CH:4][C:3]([O:2][CH3:1])=[CH:8][CH:7]=2)[C:10]2[N:22]=[CH:21][CH:20]=[CH:19][C:11]=2[N:12]=1)=[O:17]. The yield is 0.780.